From a dataset of Peptide-MHC class I binding affinity with 185,985 pairs from IEDB/IMGT. Regression. Given a peptide amino acid sequence and an MHC pseudo amino acid sequence, predict their binding affinity value. This is MHC class I binding data. (1) The peptide sequence is RLAVYIDKV. The MHC is HLA-A02:02 with pseudo-sequence HLA-A02:02. The binding affinity (normalized) is 1.00. (2) The peptide sequence is SIYAGNTPK. The MHC is HLA-B15:01 with pseudo-sequence HLA-B15:01. The binding affinity (normalized) is 0.0847. (3) The peptide sequence is IRFPKTFGY. The MHC is HLA-B53:01 with pseudo-sequence HLA-B53:01. The binding affinity (normalized) is 0.